Dataset: Forward reaction prediction with 1.9M reactions from USPTO patents (1976-2016). Task: Predict the product of the given reaction. Given the reactants [CH3:1][C:2]1[O:6][C:5]([CH:7]=[N:8]O)=[CH:4][CH:3]=1.[ClH:10], predict the reaction product. The product is: [ClH:10].[CH3:1][C:2]1[O:6][C:5]([CH2:7][NH2:8])=[CH:4][CH:3]=1.